From a dataset of Forward reaction prediction with 1.9M reactions from USPTO patents (1976-2016). Predict the product of the given reaction. (1) The product is: [C:1]([C:3]1[CH:7]=[N:6][N:5]2[C:13]([C:15]3[CH:16]=[C:17]([N:21]([CH3:31])[S:22]([C:25]4[CH:30]=[CH:29][CH:28]=[CH:27][CH:26]=4)(=[O:24])=[O:23])[CH:18]=[CH:19][CH:20]=3)=[CH:12][CH:11]=[N:8][C:4]=12)#[N:2]. Given the reactants [C:1]([C:3]1[CH:7]=[N:6][NH:5][C:4]=1[NH2:8])#[N:2].CN(C)[CH:11]=[CH:12][C:13]([C:15]1[CH:16]=[C:17]([N:21]([CH3:31])[S:22]([C:25]2[CH:30]=[CH:29][CH:28]=[CH:27][CH:26]=2)(=[O:24])=[O:23])[CH:18]=[CH:19][CH:20]=1)=O.C(OCC)(=O)C, predict the reaction product. (2) Given the reactants [CH3:1][O:2][C:3]1[CH:8]=[CH:7][CH:6]=[CH:5][C:4]=1[C:9]1[C:17]2[C:12](=[N:13][CH:14]=[C:15]([C:18]3[CH:23]=[CH:22][N:21]=[C:20]([C:24](=[O:30])[C:25]([N:27]([CH3:29])[CH3:28])=[O:26])[CH:19]=3)[CH:16]=2)[N:11](S(C2C=CC(C)=CC=2)(=O)=O)[CH:10]=1.[OH-].[Na+].[BH4-].[Na+], predict the reaction product. The product is: [CH3:1][O:2][C:3]1[CH:8]=[CH:7][CH:6]=[CH:5][C:4]=1[C:9]1[C:17]2[C:12](=[N:13][CH:14]=[C:15]([C:18]3[CH:23]=[CH:22][N:21]=[C:20]([CH:24]([OH:30])[C:25]([N:27]([CH3:29])[CH3:28])=[O:26])[CH:19]=3)[CH:16]=2)[NH:11][CH:10]=1.